From a dataset of Reaction yield outcomes from USPTO patents with 853,638 reactions. Predict the reaction yield, written as a fraction of the theoretical maximum amount of product (1.0 means a 100% yield; for example, 0.34 means a 34% yield). The reactants are [OH:1][CH:2]1[CH2:26][CH2:25][C:5]2([CH2:9][N:8]([C:10]([O:12][CH2:13][C:14]3[CH:19]=[CH:18][CH:17]=[CH:16][CH:15]=3)=[O:11])[CH:7]([C:20]([O:22][CH2:23][CH3:24])=[O:21])[CH2:6]2)[CH2:4][CH2:3]1.CC(OI1(OC(C)=O)(OC(C)=O)OC(=O)C2C=CC=CC1=2)=O.S([O-])([O-])(=O)=S.[Na+].[Na+].C([O-])(O)=O.[Na+]. The catalyst is C(Cl)Cl. The product is [O:1]=[C:2]1[CH2:3][CH2:4][C:5]2([CH2:9][N:8]([C:10]([O:12][CH2:13][C:14]3[CH:15]=[CH:16][CH:17]=[CH:18][CH:19]=3)=[O:11])[CH:7]([C:20]([O:22][CH2:23][CH3:24])=[O:21])[CH2:6]2)[CH2:25][CH2:26]1. The yield is 0.670.